From a dataset of Catalyst prediction with 721,799 reactions and 888 catalyst types from USPTO. Predict which catalyst facilitates the given reaction. Product: [CH3:42][O:41][C:39](=[O:40])[NH:1][CH2:2][C@H:3]([O:5][C:6]1[N:11]=[CH:10][C:9]([C:12]2[C:13]([CH3:31])=[N:14][CH:15]=[C:16]([NH:18][C:19](=[O:30])[C:20]3[CH:25]=[CH:24][CH:23]=[C:22]([C:26]([F:27])([F:28])[F:29])[CH:21]=3)[CH:17]=2)=[CH:8][C:7]=1[N:32]1[CH2:37][CH2:36][O:35][CH2:34][CH2:33]1)[CH3:4]. Reactant: [NH2:1][CH2:2][C@H:3]([O:5][C:6]1[N:11]=[CH:10][C:9]([C:12]2[C:13]([CH3:31])=[N:14][CH:15]=[C:16]([NH:18][C:19](=[O:30])[C:20]3[CH:25]=[CH:24][CH:23]=[C:22]([C:26]([F:29])([F:28])[F:27])[CH:21]=3)[CH:17]=2)=[CH:8][C:7]=1[N:32]1[CH2:37][CH2:36][O:35][CH2:34][CH2:33]1)[CH3:4].Cl[C:39]([O:41][CH3:42])=[O:40]. The catalyst class is: 2.